This data is from Reaction yield outcomes from USPTO patents with 853,638 reactions. The task is: Predict the reaction yield, written as a fraction of the theoretical maximum amount of product (1.0 means a 100% yield; for example, 0.34 means a 34% yield). (1) The reactants are [CH3:1][O:2][CH2:3]Cl.[H-].[Na+].[CH3:7][NH:8][C:9]([N:11]1[C:15]([CH3:16])=[CH:14][C:13]([O:17][C:18]2[C:23]([Cl:24])=[CH:22][C:21]([C:25]([F:28])([F:27])[F:26])=[CH:20][N:19]=2)=[N:12]1)=[O:10].O. The catalyst is CN(C=O)C. The product is [CH3:7][N:8]([CH2:3][O:2][CH3:1])[C:9]([N:11]1[C:15]([CH3:16])=[CH:14][C:13]([O:17][C:18]2[C:23]([Cl:24])=[CH:22][C:21]([C:25]([F:27])([F:28])[F:26])=[CH:20][N:19]=2)=[N:12]1)=[O:10]. The yield is 0.238. (2) The reactants are [Cl:1][C:2]1[N:7]=[N:6][C:5]([C:8]([OH:10])=O)=[CH:4][CH:3]=1.[C:11]([NH2:15])([CH3:14])([CH3:13])[CH3:12].C1N(P(Cl)(N2C(=O)OCC2)=O)C(=O)OC1.C([O-])(O)=O.[Na+]. The catalyst is C(Cl)Cl. The product is [C:11]([NH:15][C:8]([C:5]1[N:6]=[N:7][C:2]([Cl:1])=[CH:3][CH:4]=1)=[O:10])([CH3:14])([CH3:13])[CH3:12]. The yield is 0.490. (3) The reactants are O[CH2:2][CH:3]1[CH2:7][CH:6]([CH2:8][OH:9])[CH:5]=[CH:4]1.[N:10]1C=CC=C[CH:11]=1.[C:16](Cl)([C:29]1[CH:34]=[CH:33][CH:32]=[CH:31][CH:30]=1)([C:23]1[CH:28]=[CH:27][CH:26]=[CH:25][CH:24]=1)[C:17]1[CH:22]=[CH:21][CH:20]=[CH:19][CH:18]=1.O. The catalyst is C(Cl)Cl. The product is [C:16]([O:9][CH2:8][CH:6]1[CH2:7][CH:3]([CH2:2][C:11]#[N:10])[CH:4]=[CH:5]1)([C:29]1[CH:34]=[CH:33][CH:32]=[CH:31][CH:30]=1)([C:23]1[CH:28]=[CH:27][CH:26]=[CH:25][CH:24]=1)[C:17]1[CH:22]=[CH:21][CH:20]=[CH:19][CH:18]=1. The yield is 0.457. (4) The reactants are [F:1][C:2]1[CH:7]=[CH:6][CH:5]=[CH:4][C:3]=1[C:8](=[O:11])[CH2:9][CH3:10].[Br:12]Br. The catalyst is C(O)(=O)C. The product is [Br:12][CH:9]([CH3:10])[C:8]([C:3]1[CH:4]=[CH:5][CH:6]=[CH:7][C:2]=1[F:1])=[O:11]. The yield is 0.970.